Predict the product of the given reaction. From a dataset of Forward reaction prediction with 1.9M reactions from USPTO patents (1976-2016). (1) Given the reactants C1(P(C2C=CC=CC=2)C2C=CC=CC=2)C=CC=CC=1.Br[C:21]1[N:29]2[C:24]([CH:25]=[N:26][C:27]([NH:30][C:31]3[CH:36]=[CH:35][C:34]([N:37]4[CH2:42][CH2:41][O:40][CH2:39][CH2:38]4)=[CH:33][CH:32]=3)=[N:28]2)=[CH:23][CH:22]=1.[C:43]([O:47][C:48]([N:50]1[CH2:55][CH:54]=[C:53](B2OC(C)(C)C(C)(C)O2)[CH2:52][CH2:51]1)=[O:49])([CH3:46])([CH3:45])[CH3:44].C(=O)([O-])[O-].[Na+].[Na+].O, predict the reaction product. The product is: [C:43]([O:47][C:48]([N:50]1[CH2:55][CH2:54][CH:53]([C:21]2[N:29]3[C:24]([CH:25]=[N:26][C:27]([NH:30][C:31]4[CH:36]=[CH:35][C:34]([N:37]5[CH2:38][CH2:39][O:40][CH2:41][CH2:42]5)=[CH:33][CH:32]=4)=[N:28]3)=[CH:23][CH:22]=2)[CH2:52][CH2:51]1)=[O:49])([CH3:46])([CH3:44])[CH3:45]. (2) Given the reactants [NH2:1][C:2]1[CH:21]=[CH:20][CH:19]=[CH:18][C:3]=1[CH2:4][N:5]1[C:14]2[C:9](=[CH:10][CH:11]=[C:12](Br)[CH:13]=2)[C:8](=[O:16])[CH:7]=[C:6]1[CH3:17].[CH3:22][C:23]1[C:27](B2OC(C)(C)C(C)(C)O2)=[C:26]([CH3:37])[O:25][N:24]=1.C(=O)(O)[O-].[Na+].C1(P(C2C=CC=CC=2)C2C=CC=CC=2)C=CC=CC=1, predict the reaction product. The product is: [NH2:1][C:2]1[CH:21]=[CH:20][CH:19]=[CH:18][C:3]=1[CH2:4][N:5]1[C:14]2[C:9](=[CH:10][CH:11]=[C:12]([C:27]3[C:23]([CH3:22])=[N:24][O:25][C:26]=3[CH3:37])[CH:13]=2)[C:8](=[O:16])[CH:7]=[C:6]1[CH3:17]. (3) Given the reactants [C:1]([O:11][CH:12]([CH3:14])[CH3:13])(=[O:10])/[CH:2]=[CH:3]/[C:4]([O:6][CH:7]([CH3:9])[CH3:8])=[O:5].[C:15]([O:25][CH2:26][CH3:27])(=[O:24])[CH:16]=[CH:17][C:18]1[CH:23]=[CH:22][CH:21]=[CH:20][CH:19]=1.C(OCCOCCOC=C)(=O)C=C.C(OOOC(C)(C)C)(=O)C(C)(C)C, predict the reaction product. The product is: [C:4]([O:6][CH:7]([CH3:9])[CH3:8])(=[O:5])/[CH:3]=[CH:2]/[C:1]([O:11][CH:12]([CH3:14])[CH3:13])=[O:10].[C:15]([O:25][CH2:26][CH3:27])(=[O:24])[CH:16]=[CH:17][C:18]1[CH:19]=[CH:20][CH:21]=[CH:22][CH:23]=1. (4) Given the reactants [CH2:1]([O:8][C:9]1[CH:14]=[CH:13][CH:12]=[CH:11][C:10]=1[C:15](=O)[CH2:16][CH2:17][C:18](=O)[CH3:19])[C:2]1[CH:7]=[CH:6][CH:5]=[CH:4][CH:3]=1.[CH3:22][O:23][C:24](=[O:32])[C:25]1[CH:30]=[CH:29][C:28]([NH2:31])=[CH:27][CH:26]=1.CC1C=CC(S(O)(=O)=O)=CC=1, predict the reaction product. The product is: [CH3:22][O:23][C:24](=[O:32])[C:25]1[CH:30]=[CH:29][C:28]([N:31]2[C:18]([CH3:19])=[CH:17][CH:16]=[C:15]2[C:10]2[CH:11]=[CH:12][CH:13]=[CH:14][C:9]=2[O:8][CH2:1][C:2]2[CH:7]=[CH:6][CH:5]=[CH:4][CH:3]=2)=[CH:27][CH:26]=1. (5) Given the reactants [F:1][C:2]([F:16])([F:15])[C:3]1[CH:8]=[CH:7][C:6]([C@:9]23[CH2:14][C@H:13]2[CH2:12][NH:11][CH2:10]3)=[CH:5][CH:4]=1.[CH3:17][N:18]1[C:22]([S:23][CH3:24])=[N:21][N:20]=[C:19]1[CH2:25][CH2:26][CH2:27][CH:28]=O.[BH4-].[Na+].C(Cl)[Cl:33], predict the reaction product. The product is: [ClH:33].[CH3:17][N:18]1[C:22]([S:23][CH3:24])=[N:21][N:20]=[C:19]1[CH2:25][CH2:26][CH2:27][CH2:28][N:11]1[CH2:12][C@H:13]2[C@:9]([C:6]3[CH:5]=[CH:4][C:3]([C:2]([F:1])([F:15])[F:16])=[CH:8][CH:7]=3)([CH2:14]2)[CH2:10]1. (6) The product is: [Cl:1][C:2]1[CH:7]=[CH:6][C:5]([CH:8]2[CH:13]([OH:14])[CH:12]([OH:15])[CH:11]([OH:16])[CH:10]([CH2:17][O:18][C:19]3[CH:24]=[CH:23][CH:22]=[C:21]([NH2:25])[CH:20]=3)[O:9]2)=[CH:4][C:3]=1[CH2:28][C:29]1[CH:30]=[CH:31][C:32]([O:35][CH2:36][CH3:37])=[CH:33][CH:34]=1. Given the reactants [Cl:1][C:2]1[CH:7]=[CH:6][C:5]([C@H:8]2[C@H:13]([OH:14])[C@@H:12]([OH:15])[C@H:11]([OH:16])[C@@H:10]([CH2:17][O:18][C:19]3[CH:24]=[CH:23][CH:22]=[C:21]([N+:25]([O-])=O)[CH:20]=3)[O:9]2)=[CH:4][C:3]=1[CH2:28][C:29]1[CH:34]=[CH:33][C:32]([O:35][CH2:36][CH3:37])=[CH:31][CH:30]=1, predict the reaction product. (7) Given the reactants [H-].[Na+].[CH3:3][C:4](=[CH:6][CH2:7][CH2:8]/[C:9](=[CH:11]/[CH2:12][OH:13])/[CH3:10])[CH3:5].[CH2:14](Br)[C:15]1[CH:20]=[CH:19][CH:18]=[CH:17][CH:16]=1, predict the reaction product. The product is: [CH3:10]/[C:9](/[CH2:8][CH2:7][CH:6]=[C:4]([CH3:3])[CH3:5])=[CH:11]\[CH2:12][O:13][CH2:14][C:15]1[CH:20]=[CH:19][CH:18]=[CH:17][CH:16]=1.